Dataset: Forward reaction prediction with 1.9M reactions from USPTO patents (1976-2016). Task: Predict the product of the given reaction. (1) The product is: [Cl:17][C:18]1[CH:23]=[CH:22][CH:21]=[CH:20][C:19]=1[C:2]1[C:10]2[C:5](=[CH:6][N:7]=[C:8]([C:11]3[O:12][C:13]([CH3:16])=[N:14][N:15]=3)[CH:9]=2)[O:4][CH:3]=1. Given the reactants Br[C:2]1[C:10]2[C:5](=[CH:6][N:7]=[C:8]([C:11]3[O:12][C:13]([CH3:16])=[N:14][N:15]=3)[CH:9]=2)[O:4][CH:3]=1.[Cl:17][C:18]1[CH:23]=[CH:22][CH:21]=[CH:20][C:19]=1B(O)O, predict the reaction product. (2) Given the reactants [CH2:1]([O:3][C:4]1[C:8]([CH2:9][CH2:10][OH:11])=[CH:7][N:6]([C:12]2[CH:17]=[CH:16][C:15]([C:18]([F:21])([F:20])[F:19])=[CH:14][N:13]=2)[N:5]=1)[CH3:2].O[C:23]1[CH:27]=[C:26]([CH2:28][C:29]([O:31]C)=[O:30])[N:25]([CH3:33])[N:24]=1.C(P(CCCC)CCCC)CCC.N(C(N1CCCCC1)=O)=NC(N1CCCCC1)=O, predict the reaction product. The product is: [CH2:1]([O:3][C:4]1[C:8]([CH2:9][CH2:10][O:11][C:23]2[CH:27]=[C:26]([CH2:28][C:29]([OH:31])=[O:30])[N:25]([CH3:33])[N:24]=2)=[CH:7][N:6]([C:12]2[CH:17]=[CH:16][C:15]([C:18]([F:20])([F:19])[F:21])=[CH:14][N:13]=2)[N:5]=1)[CH3:2].